This data is from Reaction yield outcomes from USPTO patents with 853,638 reactions. The task is: Predict the reaction yield, written as a fraction of the theoretical maximum amount of product (1.0 means a 100% yield; for example, 0.34 means a 34% yield). (1) The reactants are C[O:2][C:3](=[O:20])[CH:4]([C:13]1[CH:18]=[CH:17][C:16]([F:19])=[CH:15][CH:14]=1)[CH2:5][C:6]1[CH:11]=[CH:10][C:9]([F:12])=[CH:8][CH:7]=1. The catalyst is C(O)C.[OH-].[K+]. The product is [F:19][C:16]1[CH:15]=[CH:14][C:13]([CH:4]([CH2:5][C:6]2[CH:7]=[CH:8][C:9]([F:12])=[CH:10][CH:11]=2)[C:3]([OH:20])=[O:2])=[CH:18][CH:17]=1. The yield is 0.460. (2) The reactants are [NH2:1][C:2]1[CH:3]=[N:4][N:5]([CH3:22])[C:6]=1[N:7]1[CH2:12][CH2:11][CH2:10][C@H:9]([CH2:13][NH:14]C(=O)OC(C)(C)C)[CH2:8]1.[NH2:23][C:24]1[C:25]([C:31]([OH:33])=O)=[N:26][C:27](Br)=[CH:28][CH:29]=1.[F:34][C:35]1[CH:40]=[CH:39][CH:38]=[CH:37][C:36]=1B(O)O. No catalyst specified. The product is [NH2:23][C:24]1[C:25]([C:31]([NH:1][C:2]2[CH:3]=[N:4][N:5]([CH3:22])[C:6]=2[N:7]2[CH2:12][CH2:11][CH2:10][C@@H:9]([CH2:13][NH2:14])[CH2:8]2)=[O:33])=[N:26][C:27]([C:36]2[CH:37]=[CH:38][CH:39]=[CH:40][C:35]=2[F:34])=[CH:28][CH:29]=1. The yield is 0.150. (3) The catalyst is CN(C)C=O.C1COCC1.O. The yield is 0.380. The product is [CH:20]1([C:24]2[O:6][N:5]=[C:4]([C:3]3[C:2]([Cl:1])=[CH:10][CH:9]=[CH:8][C:7]=3[Cl:11])[C:25]=2[C:26]([O:28][CH2:29][CH3:30])=[O:27])[CH2:21][CH2:22][CH2:23]1. The reactants are [Cl:1][C:2]1[CH:10]=[CH:9][CH:8]=[C:7]([Cl:11])[C:3]=1[CH:4]=[N:5][OH:6].ClN1C(=O)CCC1=O.[CH:20]1([C:24](=O)[CH2:25][C:26]([O:28][CH2:29][CH3:30])=[O:27])[CH2:23][CH2:22][CH2:21]1.[O-]CC.[Na+].